Dataset: Reaction yield outcomes from USPTO patents with 853,638 reactions. Task: Predict the reaction yield, written as a fraction of the theoretical maximum amount of product (1.0 means a 100% yield; for example, 0.34 means a 34% yield). (1) The product is [CH2:32]([O:53][C:54](=[O:63])[CH2:61][C:55]1[CH:60]=[CH:59][C:58]([C:20]2[CH:21]=[CH:22][CH:23]=[C:18]([N:13]3[C:12]([NH:11][C:10]([O:9][C@@H:7]([C:1]4[CH:6]=[CH:5][CH:4]=[CH:3][CH:2]=4)[CH3:8])=[O:25])=[C:16]([CH3:17])[N:15]=[N:14]3)[CH:19]=2)=[CH:57][CH:56]=1)[CH3:33]. The catalyst is O.CC([O-])=O.CC([O-])=O.[Pd+2]. The yield is 0.186. The reactants are [C:1]1([C@H:7]([O:9][C:10](=[O:25])[NH:11][C:12]2[N:13]([C:18]3[CH:23]=[CH:22][CH:21]=[C:20](Br)[CH:19]=3)[N:14]=[N:15][C:16]=2[CH3:17])[CH3:8])[CH:6]=[CH:5][CH:4]=[CH:3][CH:2]=1.[CH3:54][O:53][C:32]1[CH:33]=CC=[C:32]([O:53][CH3:54])[C:33]=1C1C=CC=CC=1P(C1CCCCC1)C1CCCCC1.[C:55]1([CH3:61])[CH:60]=[CH:59][CH:58]=[CH:57][CH:56]=1.P([O-])([O-])([O-])=[O:63].[K+].[K+].[K+]. (2) The reactants are [O:1]1[CH2:6][CH2:5][CH:4]([NH:7][C:8]2[S:12][C:11]([C:13]([O:15][CH3:16])=[O:14])=[CH:10][CH:9]=2)[CH2:3][CH2:2]1.[CH:17](=O)[CH3:18].CC(O)=O.[BH-](OC(C)=O)(OC(C)=O)OC(C)=O.[Na+]. The catalyst is C(Cl)Cl. The product is [CH2:17]([N:7]([CH:4]1[CH2:3][CH2:2][O:1][CH2:6][CH2:5]1)[C:8]1[S:12][C:11]([C:13]([O:15][CH3:16])=[O:14])=[CH:10][CH:9]=1)[CH3:18]. The yield is 0.730. (3) The reactants are [N:1]([CH:4]1[CH2:12][C:11]2[C:6](=[CH:7][CH:8]=[CH:9][CH:10]=2)[CH2:5]1)=[C:2]=[O:3].[OH:13][CH2:14][CH2:15][CH2:16][CH2:17][NH:18]C(=O)C1C=CC=CC=1. No catalyst specified. The product is [OH:13][CH2:14][CH2:15][CH2:16][CH2:17][NH:18][C:2]([NH:1][CH:4]1[CH2:12][C:11]2[C:6](=[CH:7][CH:8]=[CH:9][CH:10]=2)[CH2:5]1)=[O:3]. The yield is 0.610. (4) The reactants are [OH:1][CH2:2][C:3]1[CH:8]=[CH:7][N:6]=[C:5]([C:9]([O:11][CH2:12][CH3:13])=[O:10])[CH:4]=1.[F:14][C:15]1[CH:20]=[CH:19][C:18]([C:21]([F:24])([F:23])[F:22])=[CH:17][C:16]=1O. No catalyst specified. The product is [F:14][C:15]1[CH:16]=[CH:17][C:18]([C:21]([F:22])([F:23])[F:24])=[CH:19][C:20]=1[O:1][CH2:2][C:3]1[CH:8]=[CH:7][N:6]=[C:5]([C:9]([O:11][CH2:12][CH3:13])=[O:10])[CH:4]=1. The yield is 0.550. (5) The reactants are [Cl:1][C:2]1[CH:10]=[C:9]([F:11])[C:8]([N+:12]([O-:14])=[O:13])=[CH:7][C:3]=1[C:4]([OH:6])=O.[C:15](Cl)(=[O:19])[C:16](Cl)=O.[Cl-].[Mg+2].[Cl-].C([CH:26](C([O-])=O)[C:27]([O-])=[O:28])C.[K+].[K+].C(N(CC)CC)C.Cl. The catalyst is C(Cl)Cl.C(#N)C.C1(C)C=CC=CC=1.CN(C=O)C. The product is [Cl:1][C:2]1[CH:10]=[C:9]([F:11])[C:8]([N+:12]([O-:14])=[O:13])=[CH:7][C:3]=1[C:4](=[O:6])[CH2:26][C:27]([O:19][CH2:15][CH3:16])=[O:28]. The yield is 0.750.